From a dataset of Forward reaction prediction with 1.9M reactions from USPTO patents (1976-2016). Predict the product of the given reaction. (1) Given the reactants [N:1]1([C:7]2[N:8]=[C:9]3[NH:17][C@H:16]([C:18]([F:21])([F:20])[F:19])[CH2:15][CH2:14][N:10]3[C:11](=[O:13])[CH:12]=2)[CH2:6][CH2:5][O:4][CH2:3][CH2:2]1.I[C:23]1[CH:28]=[CH:27][N:26]=[CH:25][CH:24]=1, predict the reaction product. The product is: [N:1]1([C:7]2[N:8]=[C:9]3[N:17]([C:23]4[CH:28]=[CH:27][N:26]=[CH:25][CH:24]=4)[C@H:16]([C:18]([F:20])([F:21])[F:19])[CH2:15][CH2:14][N:10]3[C:11](=[O:13])[CH:12]=2)[CH2:6][CH2:5][O:4][CH2:3][CH2:2]1. (2) Given the reactants C([C:3]1[CH:10]=[C:9]([CH3:11])[C:6]([C:7]#[N:8])=[C:5]([CH3:12])[CH:4]=1)=O.CO.[CH3:15][O:16][CH:17](OC)[O:18][CH3:19].C12(CS(O)(=O)=O)C(C)(C)C(CC1)CC2=O, predict the reaction product. The product is: [CH3:15][O:16][CH:17]([O:18][CH3:19])[C:3]1[CH:10]=[C:9]([CH3:11])[C:6]([C:7]#[N:8])=[C:5]([CH3:12])[CH:4]=1. (3) Given the reactants C(OC[N:10]1[C:14]([C:15]2[CH:20]=[CH:19][N:18]=[C:17]([C:21]#[N:22])[CH:16]=2)=[N:13][C:12]([C:23]2[CH:28]=[CH:27][N:26]=[C:25]([CH3:29])[CH:24]=2)=[N:11]1)C1C=CC=CC=1.CC(O)C.O.[C:35]1([CH3:45])[CH:40]=[CH:39][C:38]([S:41]([OH:44])(=[O:43])=[O:42])=[CH:37][CH:36]=1, predict the reaction product. The product is: [C:35]1([CH3:45])[CH:36]=[CH:37][C:38]([S:41]([OH:44])(=[O:42])=[O:43])=[CH:39][CH:40]=1.[C:21]([C:17]1[CH:16]=[C:15]([C:14]2[NH:10][N:11]=[C:12]([C:23]3[CH:28]=[CH:27][N:26]=[C:25]([CH3:29])[CH:24]=3)[N:13]=2)[CH:20]=[CH:19][N:18]=1)#[N:22]. (4) Given the reactants [Br:1][CH:2]([CH3:9])[C:3](=[O:8])[C:4]([O:6][CH3:7])=[O:5].[NH2:10][C:11]1[CH:16]=[CH:15][C:14]([Cl:17])=[CH:13][N:12]=1, predict the reaction product. The product is: [BrH:1].[Cl:17][C:14]1[CH:15]=[CH:16][C:11](=[NH:10])[N:12]([CH:2]([CH3:9])[C:3](=[O:8])[C:4]([O:6][CH3:7])=[O:5])[CH:13]=1. (5) Given the reactants [CH2:1]([O:8][C:9]1[CH:14]=[CH:13][C:12]([C:15](=O)[CH:16]=[C:17]([C:19]([O:21][CH3:22])=[O:20])[O-])=[CH:11][CH:10]=1)[C:2]1[CH:7]=[CH:6][CH:5]=[CH:4][CH:3]=1.[Na+].Cl.[NH2:26][NH2:27].CO, predict the reaction product. The product is: [CH3:22][O:21][C:19]([C:17]1[CH:16]=[C:15]([C:12]2[CH:13]=[CH:14][C:9]([O:8][CH2:1][C:2]3[CH:7]=[CH:6][CH:5]=[CH:4][CH:3]=3)=[CH:10][CH:11]=2)[NH:27][N:26]=1)=[O:20]. (6) Given the reactants [CH3:1][C:2]([CH3:13])([CH2:5][O:6][CH:7]1[CH2:12][CH2:11][CH2:10][CH2:9][O:8]1)[CH2:3][OH:4], predict the reaction product. The product is: [CH3:1][C:2]([CH3:13])([CH2:5][O:6][CH:7]1[CH2:12][CH2:11][CH2:10][CH2:9][O:8]1)[CH:3]=[O:4].